Dataset: Full USPTO retrosynthesis dataset with 1.9M reactions from patents (1976-2016). Task: Predict the reactants needed to synthesize the given product. (1) Given the product [NH2:22][CH2:20][CH:17]1[CH2:18][CH2:19][N:14]([CH2:1][CH2:2][CH2:3][CH2:4][CH2:5][CH2:6][CH2:7][CH2:8][CH2:9][CH2:10][CH2:11][CH2:12][CH3:13])[CH2:15][CH2:16]1, predict the reactants needed to synthesize it. The reactants are: [CH2:1]([N:14]1[CH2:19][CH2:18][CH:17]([C:20]([NH2:22])=O)[CH2:16][CH2:15]1)[CH2:2][CH2:3][CH2:4][CH2:5][CH2:6][CH2:7][CH2:8][CH2:9][CH2:10][CH2:11][CH2:12][CH3:13].[H-].[H-].[H-].[H-].[Li+].[Al+3]. (2) Given the product [CH2:17]([C:16]1[NH:6][CH:5]=[C:4]([C:7]2[CH:8]=[CH:9][N:10]=[CH:11][CH:12]=2)[N:22]=1)[CH3:18], predict the reactants needed to synthesize it. The reactants are: C(O[C:4](OCC)([C:7]1[CH:12]=[CH:11][N:10]=[CH:9][CH:8]=1)[CH2:5][NH2:6])C.[C:16](=[NH:22])(OCC)[CH2:17][CH3:18]. (3) Given the product [CH3:41][N:40]1[C:36]([C:24]([CH:25]2[CH2:28][N:27]([C:29]([O:31][C:32]([CH3:35])([CH3:34])[CH3:33])=[O:30])[CH2:26]2)=[O:23])=[CH:37][N:38]=[N:39]1, predict the reactants needed to synthesize it. The reactants are: CC(OI1(OC(C)=O)(OC(C)=O)OC(=O)C2C=CC=CC1=2)=O.[OH:23][CH:24]([C:36]1[N:40]([CH3:41])[N:39]=[N:38][CH:37]=1)[CH:25]1[CH2:28][N:27]([C:29]([O:31][C:32]([CH3:35])([CH3:34])[CH3:33])=[O:30])[CH2:26]1.S([O-])([O-])(=O)=S.[Na+].[Na+].C(=O)(O)[O-].[Na+]. (4) Given the product [CH2:24]([C:15]1[N:14]([CH:11]2[CH2:10][CH2:9][NH:8][CH2:13][CH2:12]2)[C:18]2[CH:19]=[CH:20][C:21]([F:23])=[CH:22][C:17]=2[N:16]=1)[CH3:25], predict the reactants needed to synthesize it. The reactants are: C([N:8]1[CH2:13][CH2:12][CH:11]([N:14]2[C:18]3[CH:19]=[CH:20][C:21]([F:23])=[CH:22][C:17]=3[N:16]=[C:15]2[CH2:24][CH3:25])[CH2:10][CH2:9]1)C1C=CC=CC=1. (5) Given the product [Cl:8][C:9]1[CH:14]=[CH:13][CH:12]=[C:11]([Cl:15])[C:10]=1[N:16]1[CH:46]=[CH:45][C:19]2[N:20]=[C:21]([NH:24][C:25]3[CH:30]=[CH:29][C:28]([N:31]4[CH2:36][CH2:35][NH:34][CH2:33][CH2:32]4)=[C:27]([CH3:44])[CH:26]=3)[N:22]=[CH:23][C:18]=2[C:17]1=[O:47], predict the reactants needed to synthesize it. The reactants are: C(O)(C(F)(F)F)=O.[Cl:8][C:9]1[CH:14]=[CH:13][CH:12]=[C:11]([Cl:15])[C:10]=1[N:16]1[CH:46]=[CH:45][C:19]2[N:20]=[C:21]([NH:24][C:25]3[CH:30]=[CH:29][C:28]([N:31]4[CH2:36][CH2:35][N:34](C(OC(C)(C)C)=O)[CH2:33][CH2:32]4)=[C:27]([CH3:44])[CH:26]=3)[N:22]=[CH:23][C:18]=2[C:17]1=[O:47]. (6) Given the product [CH3:14][S:15]([O:6][CH2:5][CH2:4][CH2:3][S:2][CH3:1])(=[O:17])=[O:16], predict the reactants needed to synthesize it. The reactants are: [CH3:1][S:2][CH2:3][CH2:4][CH2:5][OH:6].C(N(CC)CC)C.[CH3:14][S:15](Cl)(=[O:17])=[O:16].Cl. (7) Given the product [F:19][C:2]([F:1])([F:18])[O:3][C:4]1[CH:5]=[CH:6][C:7]([C:10]2[S:14][C:13]([S:15]([Cl:21])(=[O:17])=[O:16])=[CH:12][CH:11]=2)=[CH:8][CH:9]=1, predict the reactants needed to synthesize it. The reactants are: [F:1][C:2]([F:19])([F:18])[O:3][C:4]1[CH:9]=[CH:8][C:7]([C:10]2[S:14][C:13]([S:15]([O-:17])=[O:16])=[CH:12][CH:11]=2)=[CH:6][CH:5]=1.[Li+].[Cl:21]N1C(=O)CCC1=O.